Dataset: Reaction yield outcomes from USPTO patents with 853,638 reactions. Task: Predict the reaction yield, written as a fraction of the theoretical maximum amount of product (1.0 means a 100% yield; for example, 0.34 means a 34% yield). (1) The reactants are [NH2:1][C:2]1[CH:10]=[CH:9][C:5]([C:6]([NH2:8])=[O:7])=[CH:4][C:3]=1Br.[CH3:12][C:13]1([CH3:28])[CH2:18][CH2:17][C:16](B2OC(C)(C)C(C)(C)O2)=[CH:15][CH2:14]1. The catalyst is CO.C(Cl)Cl. The product is [NH2:1][C:2]1[CH:10]=[CH:9][C:5]([C:6]([NH2:8])=[O:7])=[CH:4][C:3]=1[C:16]1[CH2:17][CH2:18][C:13]([CH3:28])([CH3:12])[CH2:14][CH:15]=1. The yield is 0.780. (2) The reactants are [CH:1]([C:3]1[N:7]([CH2:8][C:9]2[CH:14]=[CH:13][C:12]([O:15][CH3:16])=[CH:11][CH:10]=2)[CH:6]=[C:5]([C:17]([O:19][CH2:20][CH3:21])=[O:18])[C:4]=1[CH3:22])=[O:2]. The catalyst is C1COCC1.[NH4+].[Cl-]. The product is [CH:9]1([CH:1]([OH:2])[C:3]2[N:7]([CH2:8][C:9]3[CH:14]=[CH:13][C:12]([O:15][CH3:16])=[CH:11][CH:10]=3)[CH:6]=[C:5]([C:17]([O:19][CH2:20][CH3:21])=[O:18])[C:4]=2[CH3:22])[CH2:14][CH2:13][CH2:12][CH2:11][CH2:10]1. The yield is 1.00. (3) The reactants are [C:1]1([CH2:7][CH2:8][CH2:9][CH2:10][N:11]2[C:19](=[O:20])[C:18]3[C:13](=[CH:14][CH:15]=[CH:16][CH:17]=3)[C:12]2=[O:21])[CH:6]=[CH:5][CH:4]=[CH:3][CH:2]=1.[Cl:22][S:23](O)(=[O:25])=[O:24]. No catalyst specified. The product is [O:21]=[C:12]1[C:13]2[C:18](=[CH:17][CH:16]=[CH:15][CH:14]=2)[C:19](=[O:20])[N:11]1[CH2:10][CH2:9][CH2:8][CH2:7][C:1]1[CH:6]=[CH:5][C:4]([S:23]([Cl:22])(=[O:25])=[O:24])=[CH:3][CH:2]=1. The yield is 0.990. (4) The reactants are C(N(CC)C(C)C)(C)C.[CH2:10]([N:12]1[C:24]2[CH2:23][CH2:22][CH:21]([CH:25]3[CH2:30][CH2:29][O:28][CH2:27][CH2:26]3)[CH2:20][C:19]=2[C:18]2[C:13]1=[CH:14][CH:15]=[C:16]([C:31]([N:33]([CH2:35][CH2:36][CH2:37][C:38](O)=[O:39])[CH3:34])=[O:32])[CH:17]=2)[CH3:11].[F:41][C:42]([F:46])([F:45])[CH2:43][NH2:44].CN(C(ON1N=NC2C=CC=NC1=2)=[N+](C)C)C.F[P-](F)(F)(F)(F)F. The catalyst is CN(C=O)C. The product is [CH2:10]([N:12]1[C:24]2[CH2:23][CH2:22][CH:21]([CH:25]3[CH2:30][CH2:29][O:28][CH2:27][CH2:26]3)[CH2:20][C:19]=2[C:18]2[C:13]1=[CH:14][CH:15]=[C:16]([C:31]([N:33]([CH3:34])[CH2:35][CH2:36][CH2:37][C:38](=[O:39])[NH:44][CH2:43][C:42]([F:46])([F:45])[F:41])=[O:32])[CH:17]=2)[CH3:11]. The yield is 0.710. (5) The reactants are [CH2:1]([O:8][C:9]1[CH:10]=[C:11]([C:15]2[NH:24][C:23](=O)[C:22]3[C:17](=[CH:18][C:19]([O:31][CH3:32])=[C:20]([O:26][CH2:27][CH2:28][O:29][CH3:30])[CH:21]=3)[N:16]=2)[CH:12]=[CH:13][CH:14]=1)[C:2]1[CH:7]=[CH:6][CH:5]=[CH:4][CH:3]=1.C(Cl)(=O)C([Cl:36])=O. The catalyst is C(Cl)Cl.CN(C=O)C. The product is [CH2:1]([O:8][C:9]1[CH:10]=[C:11]([C:15]2[N:24]=[C:23]([Cl:36])[C:22]3[C:17](=[CH:18][C:19]([O:31][CH3:32])=[C:20]([O:26][CH2:27][CH2:28][O:29][CH3:30])[CH:21]=3)[N:16]=2)[CH:12]=[CH:13][CH:14]=1)[C:2]1[CH:7]=[CH:6][CH:5]=[CH:4][CH:3]=1. The yield is 0.450. (6) The reactants are [CH3:1][N:2]1[C:6]([C:7]2[CH:8]=[C:9]([C:14]([OH:16])=O)[S:10][C:11]=2[CH2:12][CH3:13])=[C:5]([CH3:17])[CH:4]=[N:3]1.[NH2:18][C@@H:19]([CH2:32][C:33]1[CH:38]=[CH:37][C:36](CF)=[CH:35][CH:34]=1)[CH2:20][N:21]1[C:29](=[O:30])[C:28]2[C:23](=[CH:24][CH:25]=[CH:26][CH:27]=2)[C:22]1=[O:31].C(N(C(C)C)CC)(C)C.[F:50][P-](F)(F)(F)(F)F.Br[P+](N1CCCC1)(N1CCCC1)N1CCCC1. The catalyst is C(Cl)Cl. The product is [CH3:1][N:2]1[C:6]([C:7]2[CH:8]=[C:9]([C:14]([NH:18][C@@H:19]([CH2:32][C:33]3[CH:34]=[CH:35][C:36]([F:50])=[CH:37][CH:38]=3)[CH2:20][N:21]3[C:22](=[O:31])[C:23]4[C:28](=[CH:27][CH:26]=[CH:25][CH:24]=4)[C:29]3=[O:30])=[O:16])[S:10][C:11]=2[CH2:12][CH3:13])=[C:5]([CH3:17])[CH:4]=[N:3]1. The yield is 0.920. (7) The reactants are P(Cl)(Cl)([Cl:3])=O.O[C:7]1[N:14]=[CH:13][C:12]([I:15])=[CH:11][C:8]=1[C:9]#[N:10]. The catalyst is S(=O)(=O)(O)O.O. The product is [Cl:3][C:7]1[N:14]=[CH:13][C:12]([I:15])=[CH:11][C:8]=1[C:9]#[N:10]. The yield is 0.700. (8) The reactants are [CH3:1][S:2][C:3]1[N:4]=[CH:5][C:6]2[CH:12]=[CH:11][C:10](=[O:13])[NH:9][C:7]=2[N:8]=1.[Br:14]N1C(=O)CCC1=O. The catalyst is CN(C)C=O. The product is [Br:14][C:11]1[C:10](=[O:13])[NH:9][C:7]2[N:8]=[C:3]([S:2][CH3:1])[N:4]=[CH:5][C:6]=2[CH:12]=1. The yield is 0.480. (9) The reactants are [CH3:1][N:2]1[C:10]2[C:5](=[CH:6][CH:7]=[CH:8][C:9]=2[CH2:11][C:12]([NH2:14])=[O:13])[CH:4]=[CH:3]1.[CH2:15]([O:17][C:18]1[CH:26]=[C:25]2[C:21]([C:22]([C:27](=O)[C:28](OC)=[O:29])=[CH:23][NH:24]2)=[CH:20][CH:19]=1)[CH3:16].CC(C)([O-])C.[K+].C1COCC1. The catalyst is CN(C=O)C. The product is [CH2:15]([O:17][C:18]1[CH:26]=[C:25]2[C:21]([C:22]([C:27]3[C:28](=[O:29])[NH:14][C:12](=[O:13])[C:11]=3[C:9]3[CH:8]=[CH:7][CH:6]=[C:5]4[C:10]=3[N:2]([CH3:1])[CH:3]=[CH:4]4)=[CH:23][NH:24]2)=[CH:20][CH:19]=1)[CH3:16]. The yield is 0.260.